This data is from NCI-60 drug combinations with 297,098 pairs across 59 cell lines. The task is: Regression. Given two drug SMILES strings and cell line genomic features, predict the synergy score measuring deviation from expected non-interaction effect. Drug 1: CC(CN1CC(=O)NC(=O)C1)N2CC(=O)NC(=O)C2. Drug 2: CC1C(C(=O)NC(C(=O)N2CCCC2C(=O)N(CC(=O)N(C(C(=O)O1)C(C)C)C)C)C(C)C)NC(=O)C3=C4C(=C(C=C3)C)OC5=C(C(=O)C(=C(C5=N4)C(=O)NC6C(OC(=O)C(N(C(=O)CN(C(=O)C7CCCN7C(=O)C(NC6=O)C(C)C)C)C)C(C)C)C)N)C. Cell line: PC-3. Synergy scores: CSS=17.8, Synergy_ZIP=-0.639, Synergy_Bliss=1.31, Synergy_Loewe=1.77, Synergy_HSA=1.58.